From a dataset of HIV replication inhibition screening data with 41,000+ compounds from the AIDS Antiviral Screen. Binary Classification. Given a drug SMILES string, predict its activity (active/inactive) in a high-throughput screening assay against a specified biological target. (1) The compound is CCOC(=O)CNS(=O)(=O)c1ccccc1. The result is 0 (inactive). (2) The compound is O=c1c(O)c(-c2ccccc2)n(O)c2ccc(Cl)cc12. The result is 0 (inactive). (3) The molecule is CC(=O)Oc1ccc(-c2oc3c(C4C=C(C)CC(c5ccc(OC(C)=O)cc5OC(C)=O)C4C(=O)c4ccc(OC(C)=O)c(CC=C(C)C)c4O)c(OC(C)=O)cc(O)c3c(=O)c2CC=C(C)C)c(OC(C)=O)c1. The result is 0 (inactive). (4) The result is 0 (inactive). The molecule is N#CC(=Cc1ccco1)C(N)=O. (5) The compound is CC1=CCC(Br)C(C)(C)C12CCC(C)(Cl)C(Br)C2. The result is 0 (inactive). (6) The molecule is O=Nc1cnc(O)nc1O. The result is 0 (inactive).